Dataset: Peptide-MHC class II binding affinity with 134,281 pairs from IEDB. Task: Regression. Given a peptide amino acid sequence and an MHC pseudo amino acid sequence, predict their binding affinity value. This is MHC class II binding data. (1) The peptide sequence is NLWKMKTGRRGSANG. The MHC is DRB1_0901 with pseudo-sequence DRB1_0901. The binding affinity (normalized) is 0.472. (2) The peptide sequence is IVQTLNAMPEYQNLL. The MHC is DRB1_0101 with pseudo-sequence DRB1_0101. The binding affinity (normalized) is 0.586. (3) The peptide sequence is TEEQKLIEKINAGFK. The binding affinity (normalized) is 0.0320. The MHC is HLA-DPA10103-DPB10401 with pseudo-sequence HLA-DPA10103-DPB10401. (4) The peptide sequence is DDLMIRVIAQGPTAT. The MHC is HLA-DPA10201-DPB10501 with pseudo-sequence HLA-DPA10201-DPB10501. The binding affinity (normalized) is 0. (5) The peptide sequence is EDPEDSALLEDP. The MHC is DRB1_1302 with pseudo-sequence DRB1_1302. The binding affinity (normalized) is 0. (6) The peptide sequence is TDDNEEPIAPYHFDL. The MHC is HLA-DQA10301-DQB10302 with pseudo-sequence HLA-DQA10301-DQB10302. The binding affinity (normalized) is 0.258.